This data is from Forward reaction prediction with 1.9M reactions from USPTO patents (1976-2016). The task is: Predict the product of the given reaction. (1) Given the reactants C([N:9]1[C@H:16]2[C@H:12]([N:13]([C:17]([O:19][C:20]3[CH:25]=[CH:24][C:23]([CH3:26])=[CH:22][C:21]=3[O:27][CH2:28][CH3:29])=[O:18])[CH2:14]C2)[C@@H](O)C1)(=O)C1C=CC=CC=1.C(N1C=CN=C1)(N1C=CN=C1)=O.C(OC1C=C(C)C=CC=1O)C, predict the reaction product. The product is: [N:13]1([C:17]([O:19][C:20]2[CH:25]=[CH:24][C:23]([CH3:26])=[CH:22][C:21]=2[O:27][CH2:28][CH3:29])=[O:18])[CH:12]=[CH:16][N:9]=[CH:14]1. (2) Given the reactants [C:1]([O:5][C:6]([NH:8][C@@H:9]1[C@H:14]([OH:15])[CH2:13][CH2:12][N:11](C(OCC2C=CC=CC=2)=O)[CH2:10]1)=[O:7])([CH3:4])([CH3:3])[CH3:2], predict the reaction product. The product is: [C:1]([O:5][C:6](=[O:7])[NH:8][C@@H:9]1[C@H:14]([OH:15])[CH2:13][CH2:12][NH:11][CH2:10]1)([CH3:4])([CH3:2])[CH3:3]. (3) Given the reactants [F:1][C:2]([F:14])([F:13])[O:3][C:4]1[CH:9]=[CH:8][C:7](B(O)O)=[CH:6][CH:5]=1.[Cl:15][C:16]1[CH:21]=[C:20](Cl)[N:19]=[CH:18][N:17]=1.C(=O)([O-])[O-].[K+].[K+], predict the reaction product. The product is: [Cl:15][C:16]1[CH:21]=[C:20]([C:7]2[CH:8]=[CH:9][C:4]([O:3][C:2]([F:14])([F:13])[F:1])=[CH:5][CH:6]=2)[N:19]=[CH:18][N:17]=1. (4) Given the reactants [C:1]([O:4][CH:5]1[C:9]2=[N:10][C:11]([O:15][CH2:16][C:17]3[CH:22]=[CH:21][CH:20]=[CH:19][N:18]=3)=[CH:12][C:13](Cl)=[C:8]2[CH2:7][CH2:6]1)(=[O:3])[CH3:2].[N:23]1[CH:28]=[C:27](B(O)O)[CH:26]=[N:25][CH:24]=1, predict the reaction product. The product is: [C:1]([O:4][CH:5]1[C:9]2=[N:10][C:11]([O:15][CH2:16][C:17]3[CH:22]=[CH:21][CH:20]=[CH:19][N:18]=3)=[CH:12][C:13]([C:27]3[CH:28]=[N:23][CH:24]=[N:25][CH:26]=3)=[C:8]2[CH2:7][CH2:6]1)(=[O:3])[CH3:2].